From a dataset of Catalyst prediction with 721,799 reactions and 888 catalyst types from USPTO. Predict which catalyst facilitates the given reaction. Reactant: [C:1]([C:3]1[CH:8]=[CH:7][C:6]([N:9]2[C:13](=[O:14])[C:12]([CH3:16])([CH3:15])[N:11]([CH2:17][CH2:18][CH2:19][C:20](O)=[O:21])[C:10]2=[S:23])=[CH:5][C:4]=1[C:24]([F:27])([F:26])[F:25])#[N:2].C(Cl)CCl.C1C=CC2N(O)N=NC=2C=1.[C:42]12([CH2:52][C:53]([O:55][CH2:56][CH2:57][O:58][CH2:59][CH2:60][NH2:61])=[O:54])[CH2:51][CH:46]3[CH2:47][CH:48]([CH2:50][CH:44]([CH2:45]3)[CH2:43]1)[CH2:49]2. Product: [C:42]12([CH2:52][C:53]([O:55][CH2:56][CH2:57][O:58][CH2:59][CH2:60][NH:61][C:20](=[O:21])[CH2:19][CH2:18][CH2:17][N:11]3[C:12]([CH3:16])([CH3:15])[C:13](=[O:14])[N:9]([C:6]4[CH:7]=[CH:8][C:3]([C:1]#[N:2])=[C:4]([C:24]([F:27])([F:25])[F:26])[CH:5]=4)[C:10]3=[S:23])=[O:54])[CH2:49][CH:48]3[CH2:47][CH:46]([CH2:45][CH:44]([CH2:50]3)[CH2:43]1)[CH2:51]2. The catalyst class is: 4.